This data is from Full USPTO retrosynthesis dataset with 1.9M reactions from patents (1976-2016). The task is: Predict the reactants needed to synthesize the given product. (1) Given the product [CH3:10][N:11]1[CH:15]=[C:14]([C:2]2[S:3][CH:4]=[CH:5][C:6]=2[N+:7]([O-:9])=[O:8])[N:13]=[CH:12]1, predict the reactants needed to synthesize it. The reactants are: Cl[C:2]1[S:3][CH:4]=[CH:5][C:6]=1[N+:7]([O-:9])=[O:8].[CH3:10][N:11]1[CH:15]=[C:14]([Sn](CCCC)(CCCC)CCCC)[N:13]=[CH:12]1. (2) Given the product [CH:19]([C@@H:15]1[S:11][C:10]([NH:9][CH2:8][C@@H:7]([C:1]2[CH:6]=[CH:5][CH:4]=[CH:3][CH:2]=2)[CH3:13])=[N:12][C:16]1=[O:17])([CH3:21])[CH3:20], predict the reactants needed to synthesize it. The reactants are: [C:1]1([C@@H:7]([CH3:13])[CH2:8][NH:9][C:10]([NH2:12])=[S:11])[CH:6]=[CH:5][CH:4]=[CH:3][CH:2]=1.Br[CH:15]([CH:19]([CH3:21])[CH3:20])[C:16](O)=[O:17]. (3) Given the product [CH:11]1[C:5]([CH2:3][CH2:2][CH2:13][OH:14])=[CH:6][C:7]([OH:12])=[C:8]([OH:9])[CH:10]=1, predict the reactants needed to synthesize it. The reactants are: O[CH2:2][C:3]([C:5]1[CH:6]=[C:7]([OH:12])[C:8](=[CH:10][CH:11]=1)[OH:9])=O.[CH3:13][O:14]C(C)(C)C. (4) The reactants are: [Cl:1][C:2]1[CH:3]=[CH:4][C:5]([O:10][CH2:11][C:12]([N:14]2[CH2:19][C@H:18]([CH3:20])[N:17]([CH2:21][C:22]3[CH:27]=[CH:26][C:25]([F:28])=[CH:24][CH:23]=3)[CH2:16][C@H:15]2[CH3:29])=[O:13])=[C:6]([CH:9]=1)[CH2:7][NH2:8].[O:30]=[C:31]1[C:39]2[C:34](=[CH:35][CH:36]=[CH:37][CH:38]=2)[C:33](=[O:40])[N:32]1[CH2:41][CH2:42][S:43](Cl)(=[O:45])=[O:44].C(N(CC)CC)C. Given the product [Cl:1][C:2]1[CH:3]=[CH:4][C:5]([O:10][CH2:11][C:12]([N:14]2[CH2:19][C@H:18]([CH3:20])[N:17]([CH2:21][C:22]3[CH:23]=[CH:24][C:25]([F:28])=[CH:26][CH:27]=3)[CH2:16][C@H:15]2[CH3:29])=[O:13])=[C:6]([CH:9]=1)[CH2:7][NH:8][S:43]([CH2:42][CH2:41][N:32]1[C:31](=[O:30])[C:39]2[C:34](=[CH:35][CH:36]=[CH:37][CH:38]=2)[C:33]1=[O:40])(=[O:44])=[O:45], predict the reactants needed to synthesize it. (5) Given the product [O:8]1[CH:3]([CH2:2][N:16]2[CH2:15][CH2:14][N:13]([C:19]3[CH:28]=[CH:27][CH:26]=[CH:25][C:20]=3[C:21]([O:23][CH3:24])=[O:22])[CH2:18][CH2:17]2)[CH2:4][O:5][C:6]2[CH:12]=[CH:11][CH:10]=[CH:9][C:7]1=2, predict the reactants needed to synthesize it. The reactants are: Br[CH2:2][CH:3]1[O:8][C:7]2[CH:9]=[CH:10][CH:11]=[CH:12][C:6]=2[O:5][CH2:4]1.[N:13]1([C:19]2[CH:28]=[CH:27][CH:26]=[CH:25][C:20]=2[C:21]([O:23][CH3:24])=[O:22])[CH2:18][CH2:17][NH:16][CH2:15][CH2:14]1.C([O-])([O-])=O.[K+].[K+].O. (6) Given the product [NH2:36][C@@H:32]1[CH2:33][CH2:34][CH2:35][N:30]([CH2:29][C:3]2[C:2]([Cl:1])=[C:11]3[C:6]([C:7](=[O:26])[N:8]([CH2:13][C:14]4[CH:19]=[C:18]([Cl:20])[CH:17]=[CH:16][C:15]=4[S:21]([CH2:24][CH3:25])(=[O:23])=[O:22])[C:9](=[O:12])[NH:10]3)=[CH:5][C:4]=2[CH:27]=[CH2:28])[CH2:31]1, predict the reactants needed to synthesize it. The reactants are: [Cl:1][C:2]1[C:3]([CH2:29][N:30]2[CH2:35][CH2:34][CH2:33][C@@H:32]([NH:36]C(=O)OC(C)(C)C)[CH2:31]2)=[C:4]([CH:27]=[CH2:28])[CH:5]=[C:6]2[C:11]=1[NH:10][C:9](=[O:12])[N:8]([CH2:13][C:14]1[CH:19]=[C:18]([Cl:20])[CH:17]=[CH:16][C:15]=1[S:21]([CH2:24][CH3:25])(=[O:23])=[O:22])[C:7]2=[O:26].